Dataset: Peptide-MHC class II binding affinity with 134,281 pairs from IEDB. Task: Regression. Given a peptide amino acid sequence and an MHC pseudo amino acid sequence, predict their binding affinity value. This is MHC class II binding data. (1) The peptide sequence is EPFPKRVWEQIFSTW. The MHC is DRB1_1001 with pseudo-sequence DRB1_1001. The binding affinity (normalized) is 0.769. (2) The peptide sequence is GKKEEKKEEKKESGD. The MHC is DRB1_1101 with pseudo-sequence DRB1_1101. The binding affinity (normalized) is 0.0268. (3) The MHC is H-2-IAs with pseudo-sequence H-2-IAs. The peptide sequence is YAHAAHAAHAAHAAHAA. The binding affinity (normalized) is 0.834. (4) The peptide sequence is QEPFKNLKTGKYAKM. The MHC is H-2-IAd with pseudo-sequence H-2-IAd. The binding affinity (normalized) is 0.216. (5) The peptide sequence is LFGKKNLIPSSASPW. The MHC is HLA-DQA10201-DQB10303 with pseudo-sequence HLA-DQA10201-DQB10303. The binding affinity (normalized) is 0.733. (6) The peptide sequence is PNTDGIHIGDSSKVT. The MHC is DRB1_1302 with pseudo-sequence DRB1_1302. The binding affinity (normalized) is 0.491. (7) The peptide sequence is QSTFLGASQRGVGVA. The MHC is DRB1_0801 with pseudo-sequence DRB1_0801. The binding affinity (normalized) is 0.497. (8) The peptide sequence is GPVFTFLAYLVLDPL. The MHC is HLA-DQA10401-DQB10402 with pseudo-sequence HLA-DQA10401-DQB10402. The binding affinity (normalized) is 0.225. (9) The peptide sequence is YDKFLANVSTVWTGK. The MHC is DRB1_1302 with pseudo-sequence DRB1_1302. The binding affinity (normalized) is 0.813. (10) The peptide sequence is GKLRLKGRTCEELIE. The MHC is DRB1_0101 with pseudo-sequence DRB1_0101. The binding affinity (normalized) is 0.491.